Dataset: Full USPTO retrosynthesis dataset with 1.9M reactions from patents (1976-2016). Task: Predict the reactants needed to synthesize the given product. Given the product [Br:10][C:11]1[CH:12]=[CH:13][C:14](/[CH:17]=[CH:18]/[CH2:19][OH:20])=[CH:15][CH:16]=1, predict the reactants needed to synthesize it. The reactants are: CC(C[AlH]CC(C)C)C.[Br:10][C:11]1[CH:16]=[CH:15][C:14](/[CH:17]=[CH:18]/[C:19](OCC)=[O:20])=[CH:13][CH:12]=1.